Dataset: NCI-60 drug combinations with 297,098 pairs across 59 cell lines. Task: Regression. Given two drug SMILES strings and cell line genomic features, predict the synergy score measuring deviation from expected non-interaction effect. (1) Drug 2: C(CC(=O)O)C(=O)CN.Cl. Drug 1: CC1=CC=C(C=C1)C2=CC(=NN2C3=CC=C(C=C3)S(=O)(=O)N)C(F)(F)F. Synergy scores: CSS=20.2, Synergy_ZIP=-3.31, Synergy_Bliss=4.17, Synergy_Loewe=-1.90, Synergy_HSA=-1.58. Cell line: CCRF-CEM. (2) Drug 1: CC(CN1CC(=O)NC(=O)C1)N2CC(=O)NC(=O)C2. Drug 2: C1=CN(C=N1)CC(O)(P(=O)(O)O)P(=O)(O)O. Cell line: 786-0. Synergy scores: CSS=29.3, Synergy_ZIP=-10.6, Synergy_Bliss=-5.92, Synergy_Loewe=-32.0, Synergy_HSA=-3.16.